From a dataset of Catalyst prediction with 721,799 reactions and 888 catalyst types from USPTO. Predict which catalyst facilitates the given reaction. (1) Reactant: [I:1]N1C(=O)CCC1=O.[Br:9][C:10]1[N:15]=[CH:14][C:13]([OH:16])=[CH:12][CH:11]=1. Product: [Br:9][C:10]1[N:15]=[C:14]([I:1])[C:13]([OH:16])=[CH:12][CH:11]=1. The catalyst class is: 5. (2) Reactant: [NH2:1][C@@H:2]1[C:8]2[CH:9]=[CH:10][CH:11]=[CH:12][C:7]=2[CH2:6][CH2:5][CH2:4][C@H:3]1[OH:13].C(N(CC)CC)C.[CH:21]1[CH:26]=[CH:25][C:24]([S:27](Cl)(=[O:29])=[O:28])=[CH:23][CH:22]=1. Product: [C:24]1([S:27]([NH:1][C@@H:2]2[C:8]3[CH:9]=[CH:10][CH:11]=[CH:12][C:7]=3[CH2:6][CH2:5][CH2:4][C@H:3]2[OH:13])(=[O:29])=[O:28])[CH:25]=[CH:26][CH:21]=[CH:22][CH:23]=1. The catalyst class is: 2. (3) Reactant: [C:1]12([CH:11]([OH:37])[CH2:12][O:13][C:14]3[CH:18]=[C:17]([C:19]4[CH:24]=[CH:23][C:22]([C@H:25]5[CH2:30][CH2:29][C@H:28]([CH2:31][C:32]([O:34]CC)=[O:33])[CH2:27][CH2:26]5)=[CH:21][CH:20]=4)[NH:16][N:15]=3)[CH2:10][CH:5]3[CH2:6][CH:7]([CH2:9][CH:3]([CH2:4]3)[CH2:2]1)[CH2:8]2.O.[OH-].[Li+].O1CCCC1.Cl. Product: [C:1]12([CH:11]([OH:37])[CH2:12][O:13][C:14]3[CH:18]=[C:17]([C:19]4[CH:20]=[CH:21][C:22]([C@H:25]5[CH2:26][CH2:27][C@H:28]([CH2:31][C:32]([OH:34])=[O:33])[CH2:29][CH2:30]5)=[CH:23][CH:24]=4)[NH:16][N:15]=3)[CH2:10][CH:5]3[CH2:4][CH:3]([CH2:9][CH:7]([CH2:6]3)[CH2:8]1)[CH2:2]2. The catalyst class is: 6. (4) Reactant: [CH3:1][C:2]1[C:3](=[O:16])[NH:4][C:5](=[O:15])[N:6]([C:8]([O:10][C:11]([CH3:14])([CH3:13])[CH3:12])=[O:9])[CH:7]=1.C(=O)([O-])[O-].[Cs+].[Cs+].Br[CH2:24][CH:25]1[CH2:27][CH2:26]1. Product: [CH:25]1([CH2:24][N:4]2[C:3](=[O:16])[C:2]([CH3:1])=[CH:7][N:6]([C:8]([O:10][C:11]([CH3:12])([CH3:14])[CH3:13])=[O:9])[C:5]2=[O:15])[CH2:27][CH2:26]1. The catalyst class is: 210. (5) Reactant: [Br:1][C:2]1[CH:7]=[CH:6][C:5]([S:8][C:9]2[NH:13][N:12]=[N:11][CH:10]=2)=[CH:4][CH:3]=1.[H-].[Na+].[CH3:16][Si:17]([CH3:24])([CH3:23])[CH2:18][CH2:19][O:20][CH2:21]Cl. Product: [Br:1][C:2]1[CH:3]=[CH:4][C:5]([S:8][C:9]2[N:13]([CH2:21][O:20][CH2:19][CH2:18][Si:17]([CH3:24])([CH3:23])[CH3:16])[N:12]=[N:11][CH:10]=2)=[CH:6][CH:7]=1. The catalyst class is: 85. (6) Reactant: [OH:1][C:2]1[CH:12]=[CH:11][C:5]([C:6]([O:8][CH2:9][CH3:10])=[O:7])=[CH:4][C:3]=1I.[C:14]([Cu])#[N:15]. Product: [C:14]([C:3]1[CH:4]=[C:5]([CH:11]=[CH:12][C:2]=1[OH:1])[C:6]([O:8][CH2:9][CH3:10])=[O:7])#[N:15]. The catalyst class is: 16.